From a dataset of Catalyst prediction with 721,799 reactions and 888 catalyst types from USPTO. Predict which catalyst facilitates the given reaction. (1) Reactant: [CH3:1][S:2]([NH:5][C:6]1[CH:7]=[C:8]([C:24]([O:26]C)=[O:25])[C:9]2[CH2:10][CH2:11][N:12]([CH:17]([CH2:21][CH2:22][CH3:23])[CH2:18][CH2:19][CH3:20])[C:13](=[O:16])[C:14]=2[CH:15]=1)(=[O:4])=[O:3].[OH-].[Na+].Cl.ClCCl. Product: [CH3:1][S:2]([NH:5][C:6]1[CH:7]=[C:8]([C:24]([OH:26])=[O:25])[C:9]2[CH2:10][CH2:11][N:12]([CH:17]([CH2:18][CH2:19][CH3:20])[CH2:21][CH2:22][CH3:23])[C:13](=[O:16])[C:14]=2[CH:15]=1)(=[O:3])=[O:4]. The catalyst class is: 12. (2) Reactant: C([O:8][C:9]1[C:38]([CH3:39])=[CH:37][C:12]([C:13]([C:15]2[N:20]=[CH:19][N:18]=[C:17]([N:21]3[CH2:26][CH2:25][CH:24]([N:27]4[C:35]5[C:30](=[N:31][CH:32]=[CH:33][CH:34]=5)[NH:29][C:28]4=[O:36])[CH2:23][CH2:22]3)[CH:16]=2)=[O:14])=[CH:11][C:10]=1[CH3:40])C1C=CC=CC=1.[H][H]. Product: [OH:8][C:9]1[C:10]([CH3:40])=[CH:11][C:12]([C:13]([C:15]2[N:20]=[CH:19][N:18]=[C:17]([N:21]3[CH2:26][CH2:25][CH:24]([N:27]4[C:35]5[C:30](=[N:31][CH:32]=[CH:33][CH:34]=5)[NH:29][C:28]4=[O:36])[CH2:23][CH2:22]3)[CH:16]=2)=[O:14])=[CH:37][C:38]=1[CH3:39]. The catalyst class is: 19. (3) Reactant: [OH:1][CH:2]1[CH2:7][CH2:6][N:5]([C:8]([O:10][C:11]([CH3:14])([CH3:13])[CH3:12])=[O:9])[CH2:4][CH2:3]1.[H-].[Na+].Cl[C:18]1[CH:23]=[C:22]([C:24]([F:27])([F:26])[F:25])[C:21]([Cl:28])=[CH:20][N:19]=1. Product: [Cl:28][C:21]1[C:22]([C:24]([F:27])([F:25])[F:26])=[CH:23][C:18]([O:1][CH:2]2[CH2:3][CH2:4][N:5]([C:8]([O:10][C:11]([CH3:14])([CH3:13])[CH3:12])=[O:9])[CH2:6][CH2:7]2)=[N:19][CH:20]=1. The catalyst class is: 843. (4) Reactant: [Cl:1][C:2]1[CH:3]=[C:4]([CH:20]=[C:21]([Cl:23])[CH:22]=1)[CH2:5][N:6]1[CH:10]=[CH:9][N:8]=[C:7]1[NH:11][C:12](=O)[C:13]1[CH:18]=[CH:17][CH:16]=[CH:15][CH:14]=1.[H-].[H-].[H-].[H-].[Li+].[Al+3].[O-]S([O-])(=O)=O.[Na+].[Na+]. Product: [CH2:12]([NH:11][C:7]1[N:6]([CH2:5][C:4]2[CH:20]=[C:21]([Cl:23])[CH:22]=[C:2]([Cl:1])[CH:3]=2)[CH:10]=[CH:9][N:8]=1)[C:13]1[CH:18]=[CH:17][CH:16]=[CH:15][CH:14]=1. The catalyst class is: 677. (5) Reactant: Br[C:2]1[N:3]([C:8]2[CH:13]=[C:12]([O:14][CH:15]([F:17])[F:16])[CH:11]=[C:10]([O:18][CH3:19])[C:9]=2[N+:20]([O-:22])=[O:21])[CH:4]=[C:5]([CH3:7])[N:6]=1.[CH3:23][O:24][C:25]1[CH:26]=[C:27](B(O)O)[CH:28]=[N:29][CH:30]=1.O1CCOCC1.C(=O)([O-])[O-].[K+].[K+]. Product: [F:16][CH:15]([F:17])[O:14][C:12]1[CH:11]=[C:10]([O:18][CH3:19])[C:9]([N+:20]([O-:22])=[O:21])=[C:8]([N:3]2[CH:4]=[C:5]([CH3:7])[N:6]=[C:2]2[C:27]2[CH:28]=[N:29][CH:30]=[C:25]([O:24][CH3:23])[CH:26]=2)[CH:13]=1. The catalyst class is: 6. (6) Reactant: C([O:8][C:9]1[CH:14]=[CH:13][C:12]([C:15]2[O:19][N:18]=[C:17]([C:20]3[CH:32]=[CH:31][C:23]([O:24][C:25]4[CH:30]=[CH:29][N:28]=[CH:27][CH:26]=4)=[CH:22][CH:21]=3)[N:16]=2)=[CH:11][CH:10]=1)C1C=CC=CC=1.C1COCC1. Product: [N:28]1[CH:29]=[CH:30][C:25]([O:24][C:23]2[CH:22]=[CH:21][C:20]([C:17]3[N:16]=[C:15]([C:12]4[CH:13]=[CH:14][C:9]([OH:8])=[CH:10][CH:11]=4)[O:19][N:18]=3)=[CH:32][CH:31]=2)=[CH:26][CH:27]=1. The catalyst class is: 5. (7) Reactant: [Cl:1][C:2]1[CH:7]=[CH:6][CH:5]=[CH:4][C:3]=1[C:8]([CH3:12])([CH3:11])[C:9]#[CH:10].C([Li])CCC.[F:18][C:19]([F:28])([F:27])[C:20](=[O:26])[C:21]([O:23][CH2:24][CH3:25])=[O:22].[Cl-].[NH4+]. Product: [Cl:1][C:2]1[CH:7]=[CH:6][CH:5]=[CH:4][C:3]=1[C:8]([CH3:12])([CH3:11])[C:9]#[C:10][C:20]([OH:26])([C:19]([F:28])([F:27])[F:18])[C:21]([O:23][CH2:24][CH3:25])=[O:22]. The catalyst class is: 7.